Dataset: Catalyst prediction with 721,799 reactions and 888 catalyst types from USPTO. Task: Predict which catalyst facilitates the given reaction. Product: [C:1]1([C:7]2[CH:12]=[C:11]([CH2:13][S:14]([N:17]3[CH2:22][C@H:21]([CH3:23])[NH:20][C@H:19]([CH3:24])[CH2:18]3)(=[O:16])=[O:15])[CH:10]=[CH:9][C:8]=2[NH:25][C:66]([C:55]2[N:56]([CH2:58][O:59][CH2:60][CH2:61][Si:62]([CH3:65])([CH3:64])[CH3:63])[CH:57]=[C:53]([C:51]#[N:52])[N:54]=2)=[O:67])[CH2:6][CH2:5][CH2:4][CH2:3][CH:2]=1. The catalyst class is: 2. Reactant: [C:1]1([C:7]2[CH:12]=[C:11]([CH2:13][S:14]([N:17]3[CH2:22][C@H:21]([CH3:23])[NH:20][C@H:19]([CH3:24])[CH2:18]3)(=[O:16])=[O:15])[CH:10]=[CH:9][C:8]=2[NH2:25])[CH2:6][CH2:5][CH2:4][CH2:3][CH:2]=1.C1CN([P+](Br)(N2CCCC2)N2CCCC2)CC1.F[P-](F)(F)(F)(F)F.[K+].[C:51]([C:53]1[N:54]=[C:55]([C:66]([O-])=[O:67])[N:56]([CH2:58][O:59][CH2:60][CH2:61][Si:62]([CH3:65])([CH3:64])[CH3:63])[CH:57]=1)#[N:52].CCN(C(C)C)C(C)C.